Dataset: Full USPTO retrosynthesis dataset with 1.9M reactions from patents (1976-2016). Task: Predict the reactants needed to synthesize the given product. (1) Given the product [CH3:18][O:17][C:15]1[CH:14]=[C:11]([CH2:12][NH:13][CH2:5][CH2:4][C:3]([NH:2][CH3:1])=[O:6])[CH:10]=[C:9]([O:8][CH3:7])[CH:16]=1, predict the reactants needed to synthesize it. The reactants are: [CH3:1][NH:2][C:3](=[O:6])[CH:4]=[CH2:5].[CH3:7][O:8][C:9]1[CH:10]=[C:11]([CH:14]=[C:15]([O:17][CH3:18])[CH:16]=1)[CH2:12][NH2:13]. (2) The reactants are: [Cl:1][C:2]1[N:11]=[CH:10][C:9]2[NH:8][CH2:7][C@@H:6]3[CH2:12][O:13][CH2:14][CH2:15][N:5]3[C:4]=2[N:3]=1.[CH3:16][C:17](C)([O-:19])C.[Na+].C(OCCBr)(=O)C. Given the product [Cl:1][C:2]1[N:11]=[CH:10][C:9]2[N:8]([CH2:16][CH2:17][OH:19])[CH2:7][C@@H:6]3[CH2:12][O:13][CH2:14][CH2:15][N:5]3[C:4]=2[N:3]=1, predict the reactants needed to synthesize it.